Dataset: Forward reaction prediction with 1.9M reactions from USPTO patents (1976-2016). Task: Predict the product of the given reaction. The product is: [CH2:30]([O:29][C:7]1[CH:6]=[C:5]([CH:10]=[C:9]([F:11])[C:8]=1[N:12]1[CH2:13][C:14](=[O:28])[N:15]([CH2:19][O:20][CH2:21][C:22]2[CH:23]=[CH:24][CH:25]=[CH:26][CH:27]=2)[S:16]1(=[O:17])=[O:18])[CH2:4][C:3]1[CH:37]=[CH:38][C:39]([CH3:41])=[CH:40][C:2]=1[NH:1][S:43]([CH3:42])(=[O:45])=[O:44])[C:31]1[CH:32]=[CH:33][CH:34]=[CH:35][CH:36]=1. Given the reactants [NH2:1][C:2]1[CH:40]=[C:39]([CH3:41])[CH:38]=[CH:37][C:3]=1[CH2:4][C:5]1[CH:10]=[C:9]([F:11])[C:8]([N:12]2[S:16](=[O:18])(=[O:17])[N:15]([CH2:19][O:20][CH2:21][C:22]3[CH:27]=[CH:26][CH:25]=[CH:24][CH:23]=3)[C:14](=[O:28])[CH2:13]2)=[C:7]([O:29][CH2:30][C:31]2[CH:36]=[CH:35][CH:34]=[CH:33][CH:32]=2)[CH:6]=1.[CH3:42][S:43](Cl)(=[O:45])=[O:44], predict the reaction product.